This data is from Drug-target binding data from BindingDB using IC50 measurements. The task is: Regression. Given a target protein amino acid sequence and a drug SMILES string, predict the binding affinity score between them. We predict pIC50 (pIC50 = -log10(IC50 in M); higher means more potent). Dataset: bindingdb_ic50. The target protein (P30082) has sequence MLLTQLHCPYLLLLLVVLSCLPKAPSAQVMDFLFEKWKLYSDQCHHNLSLLPPPTELVCNRTFDKYSCWPDTPPNTTANISCPWYLPWYHKVQHRLVFKRCGPDGQWVRGPRGQSWRDASQCQMDDDEIEVQKGVAKMYSSYQVMYTVGYSLSLGALLLALVILLGLRKLHCTRNYIHGNLFASFVLKAGSVLVIDWLLKTRYSQKIGDDLSVSVWLSDGAVAGCRVATVIMQYGIIANYCWLLVEGVYLYSLLSITTFSEKSFFSLYLCIGWGSPLLFVIPWVVVKCLFENVQCWTSNDNMGFWWILRIPVLLAILINFFIFVRIIHLLVAKLRAHQMHYADYKFRLARSTLTLIPLLGVHEVVFAFVTDEHAQGTLRSTKLFFDLFFSSFQGLLVAVLYCFLNKEVQAELLRRWRRWQEGKALQEERMASSHGSHMAPAGTCHGDPCEKLQLMSAGSSSGTGCEPSAKTSLASSLPRLADSPT. The drug is O=C(O)CCNC(=O)c1ccc(Cn2nc(-c3cc(Cl)cc(Cl)c3)cc2-c2ccc(OC(F)(F)F)cc2)cc1. The pIC50 is 5.6.